This data is from Reaction yield outcomes from USPTO patents with 853,638 reactions. The task is: Predict the reaction yield, written as a fraction of the theoretical maximum amount of product (1.0 means a 100% yield; for example, 0.34 means a 34% yield). (1) The reactants are [OH:1][C:2]1[CH:13]=[CH:12][C:5]2[N:6]=[C:7]([C:9]([OH:11])=O)[O:8][C:4]=2[CH:3]=1.C(N(CC)CC)C.O.ON1C2C=CC=CC=2N=N1.Cl.CN(C)CCCN=C=NCC.[NH2:44][CH:45]1[CH2:50][CH2:49][N:48]([C:51]([O:53][C:54]([CH3:57])([CH3:56])[CH3:55])=[O:52])[CH2:47][CH2:46]1. The catalyst is CN(C)C=O. The product is [OH:1][C:2]1[CH:13]=[CH:12][C:5]2[N:6]=[C:7]([C:9]([NH:44][CH:45]3[CH2:46][CH2:47][N:48]([C:51]([O:53][C:54]([CH3:57])([CH3:56])[CH3:55])=[O:52])[CH2:49][CH2:50]3)=[O:11])[O:8][C:4]=2[CH:3]=1. The yield is 0.520. (2) The reactants are [C:1]1([CH2:11]O)[C:10]2[C:5](=[CH:6][CH:7]=[CH:8][CH:9]=2)[CH:4]=[CH:3][CH:2]=1.N1C=CC=CC=1.P(Br)(Br)[Br:20]. The catalyst is C1(C)C=CC=CC=1. The product is [Br:20][CH2:11][C:1]1[C:10]2[C:5](=[CH:6][CH:7]=[CH:8][CH:9]=2)[CH:4]=[CH:3][CH:2]=1. The yield is 0.530. (3) The reactants are Cl.[NH:2]1[CH2:7][CH2:6][C:5](=[O:8])[CH2:4][CH2:3]1.C([O-])([O-])=O.[K+].[K+].Cl[C:16]([O:18][CH2:19][C:20]1[CH:25]=[CH:24][CH:23]=[CH:22][CH:21]=1)=[O:17]. The catalyst is O1CCOCC1.O. The product is [CH2:19]([O:18][C:16]([N:2]1[CH2:7][CH2:6][C:5](=[O:8])[CH2:4][CH2:3]1)=[O:17])[C:20]1[CH:25]=[CH:24][CH:23]=[CH:22][CH:21]=1. The yield is 0.990. (4) The reactants are [Cl:1][C:2]1[CH:3]=[CH:4][CH:5]=[C:6]2[C:10]=1[N:9]([CH3:11])[CH:8]=[C:7]2[CH2:12][N:13]([CH3:30])[C:14](=[O:29])/[CH:15]=[CH:16]/[C:17]1[CH:18]=[N:19][C:20]([NH:23][CH2:24][C:25]([O:27]C)=[O:26])=[CH:21][CH:22]=1.COC(CNC1N=CC(/C=C/C(N(C)CC2C3C(=CC=CC=3)NC=2C)=O)=CC=1)=O. No catalyst specified. The product is [C:25]([CH2:24][NH:23][C:20]1[N:19]=[CH:18][C:17](/[CH:16]=[CH:15]/[C:14]([N:13]([CH2:12][C:7]2[C:6]3[C:10](=[C:2]([Cl:1])[CH:3]=[CH:4][CH:5]=3)[N:9]([CH3:11])[CH:8]=2)[CH3:30])=[O:29])=[CH:22][CH:21]=1)([OH:27])=[O:26]. The yield is 1.00. (5) The reactants are [C:1]([C:3]1[CH:23]=[CH:22][C:6]([CH2:7][N:8]2[C:16]3[C:11](=[C:12]([F:17])[CH:13]=[CH:14][CH:15]=3)[C:10]([C:18]([O:20]C)=[O:19])=[CH:9]2)=[CH:5][CH:4]=1)#[N:2].[I-].[Li+].N1C=CC=CC=1.Cl. The catalyst is O. The product is [C:1]([C:3]1[CH:4]=[CH:5][C:6]([CH2:7][N:8]2[C:16]3[C:11](=[C:12]([F:17])[CH:13]=[CH:14][CH:15]=3)[C:10]([C:18]([OH:20])=[O:19])=[CH:9]2)=[CH:22][CH:23]=1)#[N:2]. The yield is 0.480. (6) The reactants are [Na].Cl.[CH2:3]([NH:6][C:7]([NH2:9])=[NH:8])[CH2:4][CH3:5].[CH3:10][O:11][CH2:12][CH2:13][CH2:14][O:15][C:16]1[CH:21]=[C:20]([CH2:22][CH2:23][C:24](OCC)=[O:25])[CH:19]=[CH:18][C:17]=1[C:29]1[CH:34]=[CH:33][C:32]([C:35]([N:37]2[CH2:42][CH2:41][O:40][CH2:39][CH2:38]2)=[O:36])=[CH:31][CH:30]=1.[Cl:43]CCl.[Cl-].[Na+].O. The catalyst is C(O)C.CN(C=O)C. The product is [ClH:43].[NH:8]=[C:7]([NH:6][CH2:3][CH2:4][CH3:5])[NH:9][C:24](=[O:25])[CH2:23][CH2:22][C:20]1[CH:19]=[CH:18][C:17]([C:29]2[CH:34]=[CH:33][C:32]([C:35]([N:37]3[CH2:42][CH2:41][O:40][CH2:39][CH2:38]3)=[O:36])=[CH:31][CH:30]=2)=[C:16]([O:15][CH2:14][CH2:13][CH2:12][O:11][CH3:10])[CH:21]=1. The yield is 0.250. (7) The reactants are [Pr].[CH2:2]=[CH:3][CH:4]=[CH2:5].[H-].[CH2:7]([Al+]CC(C)C)C(C)C.[C:16]1([Si]([C:16]2[CH:21]=CC=[CH:18][CH:17]=2)([C:16]2[CH:21]=CC=[CH:18][CH:17]=2)O)[CH:21]=CC=[CH:18][CH:17]=1.C(Br)C=C.[Nd]. The catalyst is CCCCCC.C1(C)C=CC=CC=1. The product is [CH2:2]=[CH:3][C:4](=[CH2:7])[CH3:5].[CH2:21]=[CH:16][CH:17]=[CH2:18]. The yield is 0.370. (8) The reactants are C(OC(=O)[NH:7][C@@H:8]1[CH2:13][CH2:12][CH2:11][N:10]([C:14]2[CH:19]=[CH:18][C:17]([NH:20][C:21]3[C:30]4[C:25](=[CH:26][CH:27]=[C:28]([C:31]5[CH:36]=[C:35]([F:37])[C:34]([OH:38])=[C:33]([Cl:39])[CH:32]=5)[N:29]=4)[N:24]=[CH:23][C:22]=3[C:40](=[O:44])[CH:41]([CH3:43])[CH3:42])=[CH:16][N:15]=2)[CH2:9]1)(C)(C)C.C(O)(C(F)(F)F)=O. No catalyst specified. The product is [ClH:39].[ClH:39].[ClH:39].[NH2:7][C@@H:8]1[CH2:13][CH2:12][CH2:11][N:10]([C:14]2[N:15]=[CH:16][C:17]([NH:20][C:21]3[C:30]4[C:25](=[CH:26][CH:27]=[C:28]([C:31]5[CH:36]=[C:35]([F:37])[C:34]([OH:38])=[C:33]([Cl:39])[CH:32]=5)[N:29]=4)[N:24]=[CH:23][C:22]=3[C:40](=[O:44])[CH:41]([CH3:42])[CH3:43])=[CH:18][CH:19]=2)[CH2:9]1. The yield is 0.780. (9) The reactants are [N+:1]([C:4]1[CH:9]=[CH:8][C:7]([C:10]2[S:11][C:12]3[CH:18]=[C:17]([O:19]C)[CH:16]=[CH:15][C:13]=3[N:14]=2)=[CH:6][CH:5]=1)([O-:3])=[O:2].B(Br)(Br)Br. The yield is 0.550. The product is [N+:1]([C:4]1[CH:5]=[CH:6][C:7]([C:10]2[S:11][C:12]3[CH:18]=[C:17]([OH:19])[CH:16]=[CH:15][C:13]=3[N:14]=2)=[CH:8][CH:9]=1)([O-:3])=[O:2]. The catalyst is C(Cl)Cl.